This data is from Forward reaction prediction with 1.9M reactions from USPTO patents (1976-2016). The task is: Predict the product of the given reaction. (1) Given the reactants [H-].[Na+].[F:3][C:4]1[CH:29]=[CH:28][CH:27]=[CH:26][C:5]=1[CH2:6][N:7]1[C:11]2=[N:12][CH:13]=[CH:14][CH:15]=[C:10]2[C:9]([C:16]2[N:21]=[C:20]([CH3:22])[C:19]([C:23]([NH2:25])=[O:24])=[CH:18][N:17]=2)=[N:8]1.[CH3:30]N(C)C=O, predict the reaction product. The product is: [F:3][C:4]1[CH:29]=[CH:28][CH:27]=[CH:26][C:5]=1[CH2:6][N:7]1[C:11]2=[N:12][CH:13]=[CH:14][CH:15]=[C:10]2[C:9]([C:16]2[N:17]=[CH:18][C:19]3[C:23](=[O:24])[NH:25][CH:30]=[CH:22][C:20]=3[N:21]=2)=[N:8]1. (2) Given the reactants [Na].[C:2]([NH:5][CH:6]([C:12]([O:14][CH2:15][CH3:16])=[O:13])[C:7]([O:9][CH2:10][CH3:11])=[O:8])(=[O:4])[CH3:3].[N:17]([CH2:20][CH2:21][CH2:22][CH2:23]Br)=[N+:18]=[N-:19], predict the reaction product. The product is: [C:2]([NH:5][C:6]([CH2:23][CH2:22][CH2:21][CH2:20][N:17]=[N+:18]=[N-:19])([C:12]([O:14][CH2:15][CH3:16])=[O:13])[C:7]([O:9][CH2:10][CH3:11])=[O:8])(=[O:4])[CH3:3].